This data is from Clinical trial toxicity outcomes and FDA approval status for drugs. The task is: Regression/Classification. Given a drug SMILES string, predict its toxicity properties. Task type varies by dataset: regression for continuous values (e.g., LD50, hERG inhibition percentage) or binary classification for toxic/non-toxic outcomes (e.g., AMES mutagenicity, cardiotoxicity, hepatotoxicity). Dataset: clintox. (1) The molecule is CC(C)C[C@H](C[NH3+])CC(=O)[O-]. The result is 0 (passed clinical trial). (2) The drug is CCC[NH+](CC)C(CC)C(=O)Nc1c(C)cccc1C. The result is 0 (passed clinical trial). (3) The molecule is NC(=O)Cc1cccc(C(=O)c2ccccc2)c1N. The result is 0 (passed clinical trial). (4) The result is 1 (failed clinical trial for toxicity). The compound is CCN(CC)CCNC(=O)c1c(C)[nH]c(/C=C2\C(=O)Nc3ccc(F)cc32)c1C.O=C(O)C[C@H](O)C(=O)O. (5) The compound is C=CC[N+]1([C@H]2C[C@H]3[C@@H]4CC[C@H]5C[C@H](OC(C)=O)[C@@H]([NH+]6CCCCC6)C[C@]5(C)[C@H]4CC[C@]3(C)[C@H]2OC(=O)CC)CCCCC1. The result is 0 (passed clinical trial). (6) The molecule is CCC1(c2ccccc2)CCC(=O)NC1=O. The result is 0 (passed clinical trial).